Dataset: Reaction yield outcomes from USPTO patents with 853,638 reactions. Task: Predict the reaction yield, written as a fraction of the theoretical maximum amount of product (1.0 means a 100% yield; for example, 0.34 means a 34% yield). (1) The reactants are [CH2:1]([S:8][C:9]1[C:10](F)=[C:11]([F:27])[C:12]([NH:19][C:20]2[CH:25]=[CH:24][CH:23]=[CH:22][C:21]=2[Cl:26])=[C:13]([CH:18]=1)[C:14]([O:16][CH3:17])=[O:15])[C:2]1[CH:7]=[CH:6][CH:5]=[CH:4][CH:3]=1.[N-:29]=[N+:30]=[N-:31].[Na+].O. The catalyst is CN(C=O)C. The product is [N:29]([C:10]1[C:9]([S:8][CH2:1][C:2]2[CH:7]=[CH:6][CH:5]=[CH:4][CH:3]=2)=[CH:18][C:13]([C:14]([O:16][CH3:17])=[O:15])=[C:12]([NH:19][C:20]2[CH:25]=[CH:24][CH:23]=[CH:22][C:21]=2[Cl:26])[C:11]=1[F:27])=[N+:30]=[N-:31]. The yield is 0.751. (2) The reactants are C(OC([N:8]1[CH2:13][CH:12]=[C:11]([C:14]2[C:22]3[S:21][C:20]([NH:23][C:24](=[O:32])[C:25]4[CH:30]=[CH:29][C:28]([F:31])=[CH:27][CH:26]=4)=[N:19][C:18]=3[C:17]([O:33][CH3:34])=[CH:16][CH:15]=2)[CH2:10][CH2:9]1)=O)(C)(C)C.[ClH:35].CO. No catalyst specified. The product is [ClH:35].[F:31][C:28]1[CH:27]=[CH:26][C:25]([C:24]([NH:23][C:20]2[S:21][C:22]3[C:14]([C:11]4[CH2:12][CH2:13][NH:8][CH2:9][CH:10]=4)=[CH:15][CH:16]=[C:17]([O:33][CH3:34])[C:18]=3[N:19]=2)=[O:32])=[CH:30][CH:29]=1. The yield is 0.920. (3) The reactants are [CH3:1][C:2]1[O:6][N:5]=[C:4]([C:7]2[CH:12]=[CH:11][CH:10]=[CH:9][CH:8]=2)[C:3]=1[CH2:13][O:14][C:15]1[CH:23]=[CH:22][C:18]([C:19]([OH:21])=O)=[CH:17][N:16]=1.[CH:24]([NH2:27])([CH3:26])[CH3:25]. No catalyst specified. The product is [CH:24]([NH:27][C:19](=[O:21])[C:18]1[CH:22]=[CH:23][C:15]([O:14][CH2:13][C:3]2[C:4]([C:7]3[CH:8]=[CH:9][CH:10]=[CH:11][CH:12]=3)=[N:5][O:6][C:2]=2[CH3:1])=[N:16][CH:17]=1)([CH3:26])[CH3:25]. The yield is 0.970.